From a dataset of Full USPTO retrosynthesis dataset with 1.9M reactions from patents (1976-2016). Predict the reactants needed to synthesize the given product. (1) Given the product [C:8]12([CH2:18][NH:19][C:20](=[O:30])[C:21]3[C:26]([Br:27])=[CH:25][N:24]=[C:23]([OH:28])[CH:22]=3)[CH2:9][CH:10]3[CH2:11][CH:12]([CH2:13][CH:14]([CH2:16]3)[CH2:15]1)[CH2:17]2, predict the reactants needed to synthesize it. The reactants are: [I-].[Na+].C[Si](Cl)(C)C.[C:8]12([CH2:18][NH:19][C:20](=[O:30])[C:21]3[C:26]([Br:27])=[CH:25][N:24]=[C:23]([O:28]C)[CH:22]=3)[CH2:17][CH:12]3[CH2:13][CH:14]([CH2:16][CH:10]([CH2:11]3)[CH2:9]1)[CH2:15]2. (2) Given the product [F:15][C:16]([F:25])([F:24])[C:2]1[CH:13]=[CH:12][CH:11]=[CH:10][C:3]=1[O:4][CH2:5][CH2:6][C@H:7]([NH2:9])[CH3:8], predict the reactants needed to synthesize it. The reactants are: Cl[C:2]1[CH:13]=[CH:12][CH:11]=[C:10](Cl)[C:3]=1[O:4][CH2:5][CH2:6][C@H:7]([NH2:9])[CH3:8].[F:15][C:16]([F:25])([F:24])C1C=CC=CC=1O.